From a dataset of NCI-60 drug combinations with 297,098 pairs across 59 cell lines. Regression. Given two drug SMILES strings and cell line genomic features, predict the synergy score measuring deviation from expected non-interaction effect. (1) Cell line: MDA-MB-231. Drug 1: C1=NC2=C(N=C(N=C2N1C3C(C(C(O3)CO)O)F)Cl)N. Drug 2: C1=CN(C=N1)CC(O)(P(=O)(O)O)P(=O)(O)O. Synergy scores: CSS=10.8, Synergy_ZIP=-4.49, Synergy_Bliss=1.73, Synergy_Loewe=-8.97, Synergy_HSA=1.29. (2) Drug 1: CN1CCC(CC1)COC2=C(C=C3C(=C2)N=CN=C3NC4=C(C=C(C=C4)Br)F)OC. Drug 2: CC12CCC3C(C1CCC2OP(=O)(O)O)CCC4=C3C=CC(=C4)OC(=O)N(CCCl)CCCl.[Na+]. Cell line: SK-OV-3. Synergy scores: CSS=3.50, Synergy_ZIP=-7.35, Synergy_Bliss=-6.88, Synergy_Loewe=-26.1, Synergy_HSA=-7.11. (3) Drug 1: CC1=C2C(C(=O)C3(C(CC4C(C3C(C(C2(C)C)(CC1OC(=O)C(C(C5=CC=CC=C5)NC(=O)OC(C)(C)C)O)O)OC(=O)C6=CC=CC=C6)(CO4)OC(=O)C)OC)C)OC. Drug 2: B(C(CC(C)C)NC(=O)C(CC1=CC=CC=C1)NC(=O)C2=NC=CN=C2)(O)O. Cell line: LOX IMVI. Synergy scores: CSS=39.0, Synergy_ZIP=1.47, Synergy_Bliss=-0.0833, Synergy_Loewe=-3.09, Synergy_HSA=2.51. (4) Drug 1: C1=CC(=CC=C1CCCC(=O)O)N(CCCl)CCCl. Drug 2: CS(=O)(=O)CCNCC1=CC=C(O1)C2=CC3=C(C=C2)N=CN=C3NC4=CC(=C(C=C4)OCC5=CC(=CC=C5)F)Cl. Cell line: SK-MEL-28. Synergy scores: CSS=7.94, Synergy_ZIP=1.37, Synergy_Bliss=-0.577, Synergy_Loewe=-3.24, Synergy_HSA=-3.01. (5) Drug 1: CC1=C(N=C(N=C1N)C(CC(=O)N)NCC(C(=O)N)N)C(=O)NC(C(C2=CN=CN2)OC3C(C(C(C(O3)CO)O)O)OC4C(C(C(C(O4)CO)O)OC(=O)N)O)C(=O)NC(C)C(C(C)C(=O)NC(C(C)O)C(=O)NCCC5=NC(=CS5)C6=NC(=CS6)C(=O)NCCC[S+](C)C)O. Drug 2: CC1CCCC2(C(O2)CC(NC(=O)CC(C(C(=O)C(C1O)C)(C)C)O)C(=CC3=CSC(=N3)C)C)C. Cell line: HL-60(TB). Synergy scores: CSS=65.0, Synergy_ZIP=-2.16, Synergy_Bliss=-1.52, Synergy_Loewe=-1.80, Synergy_HSA=0.514. (6) Drug 1: CCCCCOC(=O)NC1=NC(=O)N(C=C1F)C2C(C(C(O2)C)O)O. Drug 2: CN(C(=O)NC(C=O)C(C(C(CO)O)O)O)N=O. Cell line: IGROV1. Synergy scores: CSS=-1.45, Synergy_ZIP=1.24, Synergy_Bliss=1.65, Synergy_Loewe=-2.24, Synergy_HSA=-1.19.